Dataset: Forward reaction prediction with 1.9M reactions from USPTO patents (1976-2016). Task: Predict the product of the given reaction. (1) Given the reactants [N+]([N-:3][CH2:4][C@H:5]1[CH2:9][CH2:8][C:7](=[O:10])[N:6]1[CH3:11])#N, predict the reaction product. The product is: [NH2:3][CH2:4][C@@H:5]1[N:6]([CH3:11])[C:7](=[O:10])[CH2:8][CH2:9]1. (2) The product is: [F:28][C@@:23]1([CH3:27])[CH:22]([O:29][CH3:30])[O:21][C@H:20]([CH2:19][OH:18])[C:24]1([CH3:26])[OH:25]. Given the reactants [Si]([O:18][CH2:19][C@@H:20]1[C:24]([CH3:26])([OH:25])[C@:23]([F:28])([CH3:27])[CH:22]([O:29][CH3:30])[O:21]1)(C(C)(C)C)(C1C=CC=CC=1)C1C=CC=CC=1.[F-].C([N+](CCCC)(CCCC)CCCC)CCC.C(=O)(O)[O-].[Na+], predict the reaction product.